Dataset: NCI-60 drug combinations with 297,098 pairs across 59 cell lines. Task: Regression. Given two drug SMILES strings and cell line genomic features, predict the synergy score measuring deviation from expected non-interaction effect. (1) Drug 1: CC(C)(C#N)C1=CC(=CC(=C1)CN2C=NC=N2)C(C)(C)C#N. Drug 2: C1C(C(OC1N2C=NC3=C2NC=NCC3O)CO)O. Cell line: HOP-92. Synergy scores: CSS=3.12, Synergy_ZIP=3.87, Synergy_Bliss=5.61, Synergy_Loewe=5.68, Synergy_HSA=2.84. (2) Drug 1: C1=CN(C(=O)N=C1N)C2C(C(C(O2)CO)O)O.Cl. Drug 2: C1CCC(C(C1)N)N.C(=O)(C(=O)[O-])[O-].[Pt+4]. Cell line: A549. Synergy scores: CSS=68.0, Synergy_ZIP=-1.49, Synergy_Bliss=-1.03, Synergy_Loewe=-11.6, Synergy_HSA=2.76.